Dataset: Forward reaction prediction with 1.9M reactions from USPTO patents (1976-2016). Task: Predict the product of the given reaction. (1) The product is: [Cl:31][C:27]1[CH:26]=[C:25]2[NH:24][C:23](=[O:32])[C:9]3([CH:8]([C:6]4[CH:7]=[C:2]([Cl:1])[CH:3]=[CH:4][C:5]=4[O:33][C:34]([CH2:41][CH3:42])([C:37]([OH:39])=[O:38])[CH2:35][CH3:36])[CH2:13][C:12](=[O:14])[NH:11][CH:10]3[C:15]3[CH:20]=[C:19]([Cl:21])[CH:18]=[CH:17][C:16]=3[CH3:22])[C:30]2=[CH:29][CH:28]=1. Given the reactants [Cl:1][C:2]1[CH:3]=[CH:4][C:5]([O:33][C:34]([CH2:41][CH3:42])([C:37]([O:39]C)=[O:38])[CH2:35][CH3:36])=[C:6]([CH:8]2[CH2:13][C:12](=[O:14])[NH:11][CH:10]([C:15]3[CH:20]=[C:19]([Cl:21])[CH:18]=[CH:17][C:16]=3[CH3:22])[C:9]32[C:30]2[C:25](=[CH:26][C:27]([Cl:31])=[CH:28][CH:29]=2)[NH:24][C:23]3=[O:32])[CH:7]=1.[Li+].[OH-].O, predict the reaction product. (2) The product is: [Cl:1][C:2]1[CH:7]=[C:6]2[NH:8][C:9](=[O:32])[C:10]3([CH:15]([C:16]4[CH:21]=[CH:20][CH:19]=[C:18]([Cl:22])[CH:17]=4)[CH2:14][C:13](=[O:23])[N:12]([CH2:47][C:46]([O:45][C:41]([CH3:44])([CH3:43])[CH3:42])=[O:49])[CH:11]3[C:24]3[CH:29]=[C:28]([F:30])[CH:27]=[CH:26][C:25]=3[CH3:31])[C:5]2=[CH:4][CH:3]=1.[CH3:33][O:34][CH:35]([Si:37]([CH3:40])([CH3:39])[CH3:38])[CH3:36]. Given the reactants [Cl:1][C:2]1[CH:7]=[C:6]2[NH:8][C:9](=[O:32])[C@:10]3([C@H:15]([C:16]4[CH:21]=[CH:20][CH:19]=[C:18]([Cl:22])[CH:17]=4)[CH2:14][C:13](=[O:23])[NH:12][C@@H:11]3[C:24]3[CH:29]=[C:28]([F:30])[CH:27]=[CH:26][C:25]=3[CH3:31])[C:5]2=[CH:4][CH:3]=1.[CH3:33][O:34][CH:35]([Si:37]([CH3:40])([CH3:39])[CH3:38])[CH3:36].[C:41]([O:45][C:46](=[O:49])[CH2:47]Br)([CH3:44])([CH3:43])[CH3:42].C(=O)([O-])[O-].[Cs+].[Cs+].[NH4+].[Cl-], predict the reaction product. (3) Given the reactants C(#N)C.[I:4][C:5](I)([C:9]([NH2:11])=[O:10])[C:6]([NH2:8])=[O:7].C(=O)([O-])O.[Na+:17].[S:18](S([O-])=O)([O-:20])=[O:19].[Na+].[Na+], predict the reaction product. The product is: [NH2:8][C:6](=[O:7])[C:5]([I:4])([S:18]([O-:20])=[O:19])[C:9]([NH2:11])=[O:10].[Na+:17]. (4) Given the reactants Br[C:2]1[N:3]=[CH:4][O:5][C:6]=1[C:7]1[CH:12]=[CH:11][C:10]([C:13]([F:16])([F:15])[F:14])=[CH:9][CH:8]=1.[C:17]([Zn]C#N)#[N:18], predict the reaction product. The product is: [F:14][C:13]([F:16])([F:15])[C:10]1[CH:11]=[CH:12][C:7]([C:6]2[O:5][CH:4]=[N:3][C:2]=2[C:17]#[N:18])=[CH:8][CH:9]=1.